Dataset: Catalyst prediction with 721,799 reactions and 888 catalyst types from USPTO. Task: Predict which catalyst facilitates the given reaction. (1) Reactant: [Cl:1][C:2]1[C:7]([O:8][CH3:9])=[CH:6][CH:5]=[C:4]([Cl:10])[C:3]=1[N:11]=[C:12]=[O:13].[CH3:14][NH:15][C:16]1[CH:21]=[C:20]([NH:22][C:23]2[CH:28]=[CH:27][C:26]([N:29]3[CH2:34][CH2:33][N:32]([CH3:35])[CH2:31][CH2:30]3)=[CH:25][CH:24]=2)[N:19]=[CH:18][N:17]=1. Product: [Cl:1][C:2]1[C:7]([O:8][CH3:9])=[CH:6][CH:5]=[C:4]([Cl:10])[C:3]=1[NH:11][C:12](=[O:13])[N:15]([CH3:14])[C:16]1[CH:21]=[C:20]([NH:22][C:23]2[CH:28]=[CH:27][C:26]([N:29]3[CH2:34][CH2:33][N:32]([CH3:35])[CH2:31][CH2:30]3)=[CH:25][CH:24]=2)[N:19]=[CH:18][N:17]=1. The catalyst class is: 11. (2) The catalyst class is: 103. Product: [N:22]1([C:2]2[N:7]=[CH:6][C:5]([N:8]3[CH2:14][CH2:13][CH2:12][N:11]([C:15]([O:17][C:18]([CH3:21])([CH3:20])[CH3:19])=[O:16])[CH2:10][CH2:9]3)=[CH:4][CH:3]=2)[CH2:26][CH2:25][CH2:24][CH2:23]1. Reactant: Br[C:2]1[N:7]=[CH:6][C:5]([N:8]2[CH2:14][CH2:13][CH2:12][N:11]([C:15]([O:17][C:18]([CH3:21])([CH3:20])[CH3:19])=[O:16])[CH2:10][CH2:9]2)=[CH:4][CH:3]=1.[NH:22]1[CH2:26][CH2:25][CH2:24][CH2:23]1.CC(C)([O-])C.[K+].COCCOC. (3) Reactant: [CH2:1]([O:8][C:9]1[C:24]([O:25][CH3:26])=[CH:23][C:12]([C:13]([N:15]2[CH2:19][C:18](=[CH2:20])[CH2:17][C@H:16]2[CH:21]=O)=[O:14])=[C:11]([N+]([O-])=O)[CH:10]=1)[C:2]1[CH:7]=[CH:6][CH:5]=[CH:4][CH:3]=1.[O-]S(S([O-])=O)=O.[Na+].[Na+].[CH2:38]1COCC1. Product: [CH2:1]([O:8][C:9]1[C:24]([O:25][CH3:26])=[CH:23][C:12]2[C:13](=[O:14])[N:15]3[CH2:19][C:18](=[CH2:20])[CH2:17][C@H:16]3[CH:21]=[CH:38][C:11]=2[CH:10]=1)[C:2]1[CH:7]=[CH:6][CH:5]=[CH:4][CH:3]=1. The catalyst class is: 6. (4) Reactant: [H-].[Na+].[C:3]([Si:7]([CH3:19])([CH3:18])[O:8][C:9]1[CH:14]=[CH:13][C:12]([OH:15])=[CH:11][C:10]=1[O:16][CH3:17])([CH3:6])([CH3:5])[CH3:4].[CH2:20]([CH:22]1[O:24][CH2:23]1)Cl. Product: [C:3]([Si:7]([O:8][C:9]1[CH:14]=[CH:13][C:12]([O:15][CH2:20][CH:22]2[CH2:23][O:24]2)=[CH:11][C:10]=1[O:16][CH3:17])([CH3:19])[CH3:18])([CH3:6])([CH3:5])[CH3:4]. The catalyst class is: 1. (5) Reactant: Br[C:2]1[CH:7]=[C:6]([O:8][CH3:9])[CH:5]=[C:4]([Cl:10])[CH:3]=1.C([Li])CCC.[B:16](OC)([O:19]C)[O:17]C.Cl. Product: [Cl:10][C:4]1[CH:3]=[C:2]([B:16]([OH:19])[OH:17])[CH:7]=[C:6]([O:8][CH3:9])[CH:5]=1. The catalyst class is: 30. (6) Reactant: [C:1]([N:4]1[C:12]2[C:7](=[CH:8][CH:9]=[CH:10][CH:11]=2)[C:6](=O)[CH2:5]1)(=[O:3])[CH3:2].[CH3:14][C:15]1([CH3:23])[CH2:20][C:19](=[O:21])[CH2:18][C:17](=[O:22])[CH2:16]1.C(N(CC)CC)C. Product: [C:1]([N:4]1[C:12]2[C:7](=[CH:8][CH:9]=[CH:10][CH:11]=2)[C:6]([CH:18]2[C:19](=[O:21])[CH2:20][C:15]([CH3:23])([CH3:14])[CH2:16][C:17]2=[O:22])=[CH:5]1)(=[O:3])[CH3:2]. The catalyst class is: 15.